This data is from Reaction yield outcomes from USPTO patents with 853,638 reactions. The task is: Predict the reaction yield, written as a fraction of the theoretical maximum amount of product (1.0 means a 100% yield; for example, 0.34 means a 34% yield). (1) The product is [F:1][C:2]1[CH:3]=[C:4]([CH:5]=[C:6]([F:8])[CH:7]=1)[O:9][CH:13]1[CH2:14][CH2:15][O:10][CH2:11][CH2:12]1. The reactants are [F:1][C:2]1[CH:3]=[C:4]([OH:9])[CH:5]=[C:6]([F:8])[CH:7]=1.[O:10]1[CH2:15][CH2:14][CH:13](O)[CH2:12][CH2:11]1.C1(P(C2C=CC=CC=2)C2C=CC=CC=2)C=CC=CC=1.CC(OC(/N=N/C(OC(C)C)=O)=O)C. The catalyst is C1COCC1. The yield is 0.900. (2) The reactants are [OH-].[Na+].[CH2:3]([NH:10][C:11](=[O:37])[N:12]([C:14]1[CH:15]=[C:16]([C:20]2[CH:25]=[CH:24][C:23]([CH2:26][CH2:27][C:28]([O:30]C)=[O:29])=[CH:22][C:21]=2[O:32][CH2:33][CH2:34][CH2:35][OH:36])[CH:17]=[CH:18][CH:19]=1)[CH3:13])[CH2:4][CH2:5][CH2:6][CH2:7][CH2:8][CH3:9]. The catalyst is O1CCCC1.CO. The product is [CH2:3]([NH:10][C:11](=[O:37])[N:12]([C:14]1[CH:15]=[C:16]([C:20]2[CH:25]=[CH:24][C:23]([CH2:26][CH2:27][C:28]([OH:30])=[O:29])=[CH:22][C:21]=2[O:32][CH2:33][CH2:34][CH2:35][OH:36])[CH:17]=[CH:18][CH:19]=1)[CH3:13])[CH2:4][CH2:5][CH2:6][CH2:7][CH2:8][CH3:9]. The yield is 0.510.